Dataset: Catalyst prediction with 721,799 reactions and 888 catalyst types from USPTO. Task: Predict which catalyst facilitates the given reaction. (1) Reactant: [Al+3].[Cl-].[Cl-].[Cl-].[CH:5]([O:8][C:9]1[C:18]([CH3:19])=[CH:17][CH:16]=[C:15]2[C:10]=1[CH2:11][C@@H:12]([CH:24]1[CH2:29][CH2:28][N:27]([CH2:30][CH2:31][C:32]3[CH:37]=[CH:36][CH:35]=[CH:34][CH:33]=3)[CH2:26][CH2:25]1)[O:13][C@H:14]2[CH2:20][NH:21][CH:22]=O)([CH3:7])[CH3:6]. Product: [CH:5]([O:8][C:9]1[C:18]([CH3:19])=[CH:17][CH:16]=[C:15]2[C:10]=1[CH2:11][C@@H:12]([CH:24]1[CH2:25][CH2:26][N:27]([CH2:30][CH2:31][C:32]3[CH:33]=[CH:34][CH:35]=[CH:36][CH:37]=3)[CH2:28][CH2:29]1)[O:13][C@H:14]2[CH2:20][NH:21][CH3:22])([CH3:7])[CH3:6]. The catalyst class is: 1. (2) The catalyst class is: 6. Product: [Br:12][CH2:13][CH2:14][CH2:15][CH2:16][O:1][C:2]1[CH:3]=[C:4]2[C:5]([CH:24]=[CH:25][C:7](=[O:9])[NH:8]2)=[CH:10][CH:11]=1. Reactant: [OH:1][C:2]1[CH:11]=[CH:10][C:5]2N[C:7](=[O:9])[NH:8][C:4]=2[CH:3]=1.[Br:12][CH2:13][CH2:14][CH2:15][CH2:16]Br.C([O-])([O-])=O.[K+].[K+].[CH3:24][CH2:25]O.